Dataset: Full USPTO retrosynthesis dataset with 1.9M reactions from patents (1976-2016). Task: Predict the reactants needed to synthesize the given product. (1) Given the product [F:1][C:2]1[CH:3]=[C:4]([N:9]2[C:14](=[O:15])[C:13]([O:16][CH2:17][CH2:18][CH:19]([CH3:21])[CH3:20])=[C:12]([C:22]3[CH:27]=[CH:26][C:25]([S:28]([NH2:32])(=[O:30])=[O:29])=[CH:24][CH:23]=3)[CH:11]=[N:10]2)[CH:5]=[CH:6][C:7]=1[F:8], predict the reactants needed to synthesize it. The reactants are: [F:1][C:2]1[CH:3]=[C:4]([N:9]2[C:14](=[O:15])[C:13]([O:16][CH2:17][CH2:18][CH:19]([CH3:21])[CH3:20])=[C:12]([C:22]3[CH:27]=[CH:26][C:25]([S:28](C)(=[O:30])=[O:29])=[CH:24][CH:23]=3)[CH:11]=[N:10]2)[CH:5]=[CH:6][C:7]=1[F:8].[NH3:32]. (2) Given the product [OH:85][C@@:81]1([CH2:84][OH:22])[C:83]2[C:64](=[C:65]([O:71][CH:72]([F:74])[F:73])[CH:66]=[C:67]([Cl:70])[CH:68]=2)[O:63][CH2:62][CH2:82]1, predict the reactants needed to synthesize it. The reactants are: CC[C@@H]1[C@@H]2C[C@H]([C@@H](OC3C4C(=CC=CC=4)C(O[C@@H](C4C=CN=C5C=4C=C(OC)C=C5)[C@@H]4N5C[C@H](CC)[C@@H](CC5)C4)=NN=3)C3C=CN=C4C=3C=C([O:22]C)C=C4)N(CC2)C1.C=C1C2[C:64](=[C:65]([O:71][CH:72]([F:74])[F:73])[CH:66]=[C:67]([Cl:70])[CH:68]=2)[O:63][CH2:62]C1.S([O-])([O-])=O.[Na+].[Na+].[C:81]([OH:85])([CH3:84])([CH3:83])[CH3:82].